Task: Regression. Given two drug SMILES strings and cell line genomic features, predict the synergy score measuring deviation from expected non-interaction effect.. Dataset: NCI-60 drug combinations with 297,098 pairs across 59 cell lines (1) Drug 1: CC1=C(C=C(C=C1)NC2=NC=CC(=N2)N(C)C3=CC4=NN(C(=C4C=C3)C)C)S(=O)(=O)N.Cl. Cell line: MALME-3M. Drug 2: CC12CCC(CC1=CCC3C2CCC4(C3CC=C4C5=CN=CC=C5)C)O. Synergy scores: CSS=15.2, Synergy_ZIP=0.111, Synergy_Bliss=5.41, Synergy_Loewe=4.87, Synergy_HSA=4.96. (2) Drug 1: CCC1=CC2CC(C3=C(CN(C2)C1)C4=CC=CC=C4N3)(C5=C(C=C6C(=C5)C78CCN9C7C(C=CC9)(C(C(C8N6C)(C(=O)OC)O)OC(=O)C)CC)OC)C(=O)OC.C(C(C(=O)O)O)(C(=O)O)O. Drug 2: CCC1(CC2CC(C3=C(CCN(C2)C1)C4=CC=CC=C4N3)(C5=C(C=C6C(=C5)C78CCN9C7C(C=CC9)(C(C(C8N6C)(C(=O)OC)O)OC(=O)C)CC)OC)C(=O)OC)O.OS(=O)(=O)O. Cell line: NCI-H460. Synergy scores: CSS=55.2, Synergy_ZIP=5.41, Synergy_Bliss=5.16, Synergy_Loewe=-5.57, Synergy_HSA=5.39. (3) Drug 1: C1=CC(=CC=C1CCCC(=O)O)N(CCCl)CCCl. Drug 2: CCN(CC)CCCC(C)NC1=C2C=C(C=CC2=NC3=C1C=CC(=C3)Cl)OC. Cell line: SNB-19. Synergy scores: CSS=43.7, Synergy_ZIP=-3.01, Synergy_Bliss=3.21, Synergy_Loewe=3.10, Synergy_HSA=4.07. (4) Drug 1: CNC(=O)C1=CC=CC=C1SC2=CC3=C(C=C2)C(=NN3)C=CC4=CC=CC=N4. Drug 2: C1=CN(C(=O)N=C1N)C2C(C(C(O2)CO)O)O.Cl. Cell line: A549. Synergy scores: CSS=48.2, Synergy_ZIP=-3.92, Synergy_Bliss=-5.91, Synergy_Loewe=-20.8, Synergy_HSA=-4.02. (5) Drug 1: C1=NC2=C(N1)C(=S)N=C(N2)N. Drug 2: C(CCl)NC(=O)N(CCCl)N=O. Cell line: A549. Synergy scores: CSS=17.1, Synergy_ZIP=-1.43, Synergy_Bliss=-0.977, Synergy_Loewe=-36.2, Synergy_HSA=-3.29. (6) Drug 1: CC1=C(C(=O)C2=C(C1=O)N3CC4C(C3(C2COC(=O)N)OC)N4)N. Drug 2: CCC1(C2=C(COC1=O)C(=O)N3CC4=CC5=C(C=CC(=C5CN(C)C)O)N=C4C3=C2)O.Cl. Cell line: UACC-257. Synergy scores: CSS=-0.897, Synergy_ZIP=-0.418, Synergy_Bliss=-5.32, Synergy_Loewe=-17.7, Synergy_HSA=-9.35. (7) Drug 1: CCC1=CC2CC(C3=C(CN(C2)C1)C4=CC=CC=C4N3)(C5=C(C=C6C(=C5)C78CCN9C7C(C=CC9)(C(C(C8N6C)(C(=O)OC)O)OC(=O)C)CC)OC)C(=O)OC.C(C(C(=O)O)O)(C(=O)O)O. Drug 2: CC1=CC=C(C=C1)C2=CC(=NN2C3=CC=C(C=C3)S(=O)(=O)N)C(F)(F)F. Cell line: OVCAR-5. Synergy scores: CSS=57.0, Synergy_ZIP=1.83, Synergy_Bliss=3.68, Synergy_Loewe=-35.5, Synergy_HSA=3.28. (8) Drug 1: C1=CC(=CC=C1CCCC(=O)O)N(CCCl)CCCl. Drug 2: COC1=NC(=NC2=C1N=CN2C3C(C(C(O3)CO)O)O)N. Cell line: SR. Synergy scores: CSS=65.5, Synergy_ZIP=8.18, Synergy_Bliss=8.78, Synergy_Loewe=-11.7, Synergy_HSA=7.66. (9) Drug 1: C1=CN(C(=O)N=C1N)C2C(C(C(O2)CO)O)O.Cl. Drug 2: CCC1(CC2CC(C3=C(CCN(C2)C1)C4=CC=CC=C4N3)(C5=C(C=C6C(=C5)C78CCN9C7C(C=CC9)(C(C(C8N6C=O)(C(=O)OC)O)OC(=O)C)CC)OC)C(=O)OC)O.OS(=O)(=O)O. Cell line: KM12. Synergy scores: CSS=33.4, Synergy_ZIP=6.07, Synergy_Bliss=6.07, Synergy_Loewe=2.65, Synergy_HSA=7.94.